From a dataset of Merck oncology drug combination screen with 23,052 pairs across 39 cell lines. Regression. Given two drug SMILES strings and cell line genomic features, predict the synergy score measuring deviation from expected non-interaction effect. (1) Drug 1: Cc1nc(Nc2ncc(C(=O)Nc3c(C)cccc3Cl)s2)cc(N2CCN(CCO)CC2)n1. Drug 2: COC1CC2CCC(C)C(O)(O2)C(=O)C(=O)N2CCCCC2C(=O)OC(C(C)CC2CCC(OP(C)(C)=O)C(OC)C2)CC(=O)C(C)C=C(C)C(O)C(OC)C(=O)C(C)CC(C)C=CC=CC=C1C. Cell line: UACC62. Synergy scores: synergy=21.4. (2) Drug 1: Cn1nnc2c(C(N)=O)ncn2c1=O. Drug 2: CC(C)CC(NC(=O)C(Cc1ccccc1)NC(=O)c1cnccn1)B(O)O. Cell line: OCUBM. Synergy scores: synergy=-5.07. (3) Drug 1: N#Cc1ccc(Cn2cncc2CN2CCN(c3cccc(Cl)c3)C(=O)C2)cc1. Drug 2: Cc1nc(Nc2ncc(C(=O)Nc3c(C)cccc3Cl)s2)cc(N2CCN(CCO)CC2)n1. Cell line: A427. Synergy scores: synergy=46.5. (4) Drug 1: O=S1(=O)NC2(CN1CC(F)(F)F)C1CCC2Cc2cc(C=CCN3CCC(C(F)(F)F)CC3)ccc2C1. Drug 2: Nc1ccn(C2OC(CO)C(O)C2(F)F)c(=O)n1. Cell line: UACC62. Synergy scores: synergy=12.4. (5) Drug 1: O=P1(N(CCCl)CCCl)NCCCO1. Drug 2: COC1CC2CCC(C)C(O)(O2)C(=O)C(=O)N2CCCCC2C(=O)OC(C(C)CC2CCC(OP(C)(C)=O)C(OC)C2)CC(=O)C(C)C=C(C)C(O)C(OC)C(=O)C(C)CC(C)C=CC=CC=C1C. Cell line: LOVO. Synergy scores: synergy=4.82.